Dataset: Cav3 T-type calcium channel HTS with 100,875 compounds. Task: Binary Classification. Given a drug SMILES string, predict its activity (active/inactive) in a high-throughput screening assay against a specified biological target. (1) The drug is S(=O)(=O)(N1CCN(CC1)C(OCC)=O)/C=C\c1ccccc1. The result is 0 (inactive). (2) The drug is S=c1n(N)c(N)c(c2CC(OCc12)(CC)C)C#N. The result is 0 (inactive). (3) The compound is Brc1cc(C(=O)Nc2c(S(=O)(=O)N3CCOCC3)cc(OC)cc2)cnc1. The result is 0 (inactive). (4) The compound is Clc1cc(C2=NOC(C2)C(=O)NCc2ncccc2)ccc1Cl. The result is 0 (inactive). (5) The compound is S(=O)(=O)(N(CC(=O)NCc1ccncc1)C)c1ccc(F)cc1. The result is 0 (inactive). (6) The molecule is o1nc(nc1CCC(=O)N(c1c(cccc1)C)C)c1ccc(cc1)C. The result is 1 (active).